From a dataset of Reaction yield outcomes from USPTO patents with 853,638 reactions. Predict the reaction yield, written as a fraction of the theoretical maximum amount of product (1.0 means a 100% yield; for example, 0.34 means a 34% yield). (1) The product is [C:41]([O:40][C:38]([N:45]1[CH2:50][CH2:49][N:48]([C:27]2[C:36]3[C:31](=[CH:32][CH:33]=[CH:34][C:35]=3[F:37])[CH:30]=[CH:29][CH:28]=2)[CH2:47][CH2:46]1)=[O:39])([CH3:44])([CH3:42])[CH3:43]. The reactants are C1(P(C2C=CC=CC=2C2C=CC=CC=2)C2CCCCC2)CCCCC1.Br[C:27]1[C:36]2[C:31](=[CH:32][CH:33]=[CH:34][C:35]=2[F:37])[CH:30]=[CH:29][CH:28]=1.[C:38]([N:45]1[CH2:50][CH2:49][NH:48][CH2:47][CH2:46]1)([O:40][C:41]([CH3:44])([CH3:43])[CH3:42])=[O:39].CC([O-])(C)C.[Na+]. The yield is 0.380. The catalyst is C1(C)C=CC=CC=1.CC([O-])=O.CC([O-])=O.[Pd+2]. (2) The reactants are [H-].[Na+].[CH2:3]([O:5][C:6]([CH:8]1[C:13](=[O:14])[CH2:12][CH2:11][N:10]([CH2:15][C:16]2[CH:21]=[CH:20][CH:19]=[CH:18][CH:17]=2)[CH2:9]1)=[O:7])[CH3:4].[S:22](O[S:22]([C:25]([F:28])([F:27])[F:26])(=[O:24])=[O:23])([C:25]([F:28])([F:27])[F:26])(=[O:24])=[O:23]. The catalyst is CCCCCC.CCOCC. The product is [CH2:3]([O:5][C:6]([C:8]1[CH2:9][N:10]([CH2:15][C:16]2[CH:17]=[CH:18][CH:19]=[CH:20][CH:21]=2)[CH2:11][CH2:12][C:13]=1[O:14][S:22]([C:25]([F:28])([F:27])[F:26])(=[O:24])=[O:23])=[O:7])[CH3:4]. The yield is 0.840. (3) The product is [CH3:24][O:25][C:26](=[O:55])[NH:27][CH:28]([C:32]([N:34]1[CH2:38][CH2:37][CH2:36][CH:35]1[C:39]1[NH:43][C:42]2[CH:44]=[C:45]([C:48]3[CH:53]=[CH:52][C:51]([C:22]#[C:21][C:18]4[NH:17][C:16]([CH:12]5[CH2:13][CH2:14][CH2:15][N:11]5[C:9](=[O:10])[CH:5]([NH:4][C:3]([O:2][CH3:1])=[O:23])[CH:6]([CH3:8])[CH3:7])=[N:20][CH:19]=4)=[CH:50][CH:49]=3)[CH:46]=[CH:47][C:41]=2[N:40]=1)=[O:33])[CH:29]([CH3:31])[CH3:30]. The reactants are [CH3:1][O:2][C:3](=[O:23])[NH:4][CH:5]([C:9]([N:11]1[CH2:15][CH2:14][CH2:13][CH:12]1[C:16]1[NH:17][C:18]([C:21]#[CH:22])=[CH:19][N:20]=1)=[O:10])[CH:6]([CH3:8])[CH3:7].[CH3:24][O:25][C:26](=[O:55])[NH:27][CH:28]([C:32]([N:34]1[CH2:38][CH2:37][CH2:36][CH:35]1[C:39]1[NH:43][C:42]2[CH:44]=[C:45]([C:48]3[CH:53]=[CH:52][C:51](Br)=[CH:50][CH:49]=3)[CH:46]=[CH:47][C:41]=2[N:40]=1)=[O:33])[CH:29]([CH3:31])[CH3:30].C(N(CC)CC)C.O. The catalyst is CN(C=O)C.C1C=CC([P]([Pd]([P](C2C=CC=CC=2)(C2C=CC=CC=2)C2C=CC=CC=2)([P](C2C=CC=CC=2)(C2C=CC=CC=2)C2C=CC=CC=2)[P](C2C=CC=CC=2)(C2C=CC=CC=2)C2C=CC=CC=2)(C2C=CC=CC=2)C2C=CC=CC=2)=CC=1.[Cu]I. The yield is 0.110. (4) The reactants are Br[C:2]1[C:22]([O:23][CH3:24])=[CH:21][C:5]2[N:6]([CH3:20])[C:7](=[O:19])[CH2:8][N:9]=[C:10]([C:11]3[CH:12]=[C:13]([CH:16]=[CH:17][CH:18]=3)[C:14]#[N:15])[C:4]=2[CH:3]=1.C1(B(O)O)C=CC=CC=1.[CH3:34][O:35][C:36]1[CH:41]=[CH:40][CH:39]=[CH:38][C:37]=1B(O)O. No catalyst specified. The product is [CH3:24][O:23][C:22]1[C:2]([C:37]2[CH:38]=[CH:39][CH:40]=[CH:41][C:36]=2[O:35][CH3:34])=[CH:3][C:4]2[C:10]([C:11]3[CH:12]=[C:13]([CH:16]=[CH:17][CH:18]=3)[C:14]#[N:15])=[N:9][CH2:8][C:7](=[O:19])[N:6]([CH3:20])[C:5]=2[CH:21]=1. The yield is 0.500. (5) The reactants are C(OC(=O)[NH:10][CH:11]([C:13]1[NH:14][CH:15]=[C:16]([C:18]2[CH:23]=[CH:22][CH:21]=[CH:20][CH:19]=2)[N:17]=1)[CH3:12])C1C=CC=CC=1. The catalyst is CO.[Pd]. The product is [C:18]1([C:16]2[N:17]=[C:13]([CH:11]([NH2:10])[CH3:12])[NH:14][CH:15]=2)[CH:19]=[CH:20][CH:21]=[CH:22][CH:23]=1. The yield is 1.00. (6) The reactants are Br[C:2]1[CH:7]=[CH:6][CH:5]=[CH:4][N:3]=1.CCCCCC.C([Li])CCC.Br[C:20]1[CH:25]=[CH:24][C:23]([F:26])=[CH:22][C:21]=1[F:27]. The catalyst is O1CCCC1.[Cl-].[Zn+2].[Cl-].C1C=CC([P]([Pd]([P](C2C=CC=CC=2)(C2C=CC=CC=2)C2C=CC=CC=2)([P](C2C=CC=CC=2)(C2C=CC=CC=2)C2C=CC=CC=2)[P](C2C=CC=CC=2)(C2C=CC=CC=2)C2C=CC=CC=2)(C2C=CC=CC=2)C2C=CC=CC=2)=CC=1. The product is [F:26][C:23]1[CH:22]=[C:21]([F:27])[CH:20]=[CH:25][C:24]=1[C:2]1[CH:7]=[CH:6][CH:5]=[CH:4][N:3]=1. The yield is 0.630.